Predict which catalyst facilitates the given reaction. From a dataset of Catalyst prediction with 721,799 reactions and 888 catalyst types from USPTO. (1) Reactant: [H-].[H-].[H-].[H-].[Li+].[Al+3].[CH2:7]([O:14][CH2:15][C:16]([NH:18][C:19]1[CH:24]=[CH:23][C:22]([F:25])=[CH:21][CH:20]=1)=O)[C:8]1[CH:13]=[CH:12][CH:11]=[CH:10][CH:9]=1.C(Cl)Cl.[OH-].[Na+]. Product: [CH2:7]([O:14][CH2:15][CH2:16][NH:18][C:19]1[CH:24]=[CH:23][C:22]([F:25])=[CH:21][CH:20]=1)[C:8]1[CH:9]=[CH:10][CH:11]=[CH:12][CH:13]=1. The catalyst class is: 27. (2) Reactant: C([NH:5][S:6]([C:9]1[CH:14]=[CH:13][CH:12]=[C:11]([C:15]2[N:20]=[C:19]([NH:21][C:22]3[NH:26][N:25]=[C:24]([CH:27]4[CH2:29][CH2:28]4)[CH:23]=3)[C:18]([OH:30])=[CH:17][N:16]=2)[CH:10]=1)(=[O:8])=[O:7])(C)(C)C.B(Cl)(Cl)Cl. Product: [CH:27]1([C:24]2[CH:23]=[C:22]([NH:21][C:19]3[C:18]([OH:30])=[CH:17][N:16]=[C:15]([C:11]4[CH:10]=[C:9]([S:6]([NH2:5])(=[O:7])=[O:8])[CH:14]=[CH:13][CH:12]=4)[N:20]=3)[NH:26][N:25]=2)[CH2:29][CH2:28]1. The catalyst class is: 2. (3) Reactant: Cl[C:2]1[C:3]2[CH2:12][CH2:11][N:10]([C:13]3[CH:18]=[CH:17][C:16]([Cl:19])=[CH:15][CH:14]=3)[C:4]=2[N:5]=[C:6]([C:8]#[N:9])[N:7]=1.[NH:20]1[CH2:27][CH2:26][CH2:25][C@H:21]1[C:22]([NH2:24])=[O:23].C(N(CC)C(C)C)(C)C. Product: [Cl:19][C:16]1[CH:17]=[CH:18][C:13]([N:10]2[C:4]3[N:5]=[C:6]([C:8]#[N:9])[N:7]=[C:2]([N:20]4[CH2:27][CH2:26][CH2:25][C@H:21]4[C:22]([NH2:24])=[O:23])[C:3]=3[CH2:12][CH2:11]2)=[CH:14][CH:15]=1. The catalyst class is: 16. (4) Reactant: Cl.[CH2:2]([N:9]1[CH2:14][CH2:13][C:12]2([C:18]3[CH:19]=[CH:20][C:21]([O:23]C)=[CH:22][C:17]=3[O:16][CH2:15]2)[CH2:11][CH2:10]1)[C:3]1[CH:8]=[CH:7][CH:6]=[CH:5][CH:4]=1.Br. Product: [CH2:2]([N:9]1[CH2:14][CH2:13][C:12]2([C:18]3[CH:19]=[CH:20][C:21]([OH:23])=[CH:22][C:17]=3[O:16][CH2:15]2)[CH2:11][CH2:10]1)[C:3]1[CH:8]=[CH:7][CH:6]=[CH:5][CH:4]=1. The catalyst class is: 52. (5) Reactant: [Cl:1][C:2]1[CH:7]=[C:6]([Cl:8])[CH:5]=[CH:4][C:3]=1[C:9]1[N:10]([C:29]2[CH:34]=[CH:33][C:32]([OH:35])=[CH:31][CH:30]=2)[C:11]([CH3:28])=[C:12]([C:14]([NH:16][C:17]2[CH:22]=[CH:21][C:20]([O:23][C:24]([F:27])([F:26])[F:25])=[CH:19][CH:18]=2)=[O:15])[N:13]=1.[F:36][C:37]([F:45])([F:44])[CH2:38][CH2:39][S:40](Cl)(=[O:42])=[O:41]. Product: [F:36][C:37]([F:45])([F:44])[CH2:38][CH2:39][S:40]([O:35][C:32]1[CH:31]=[CH:30][C:29]([N:10]2[C:11]([CH3:28])=[C:12]([C:14]([NH:16][C:17]3[CH:22]=[CH:21][C:20]([O:23][C:24]([F:27])([F:26])[F:25])=[CH:19][CH:18]=3)=[O:15])[N:13]=[C:9]2[C:3]2[CH:4]=[CH:5][C:6]([Cl:8])=[CH:7][C:2]=2[Cl:1])=[CH:34][CH:33]=1)(=[O:42])=[O:41]. The catalyst class is: 2. (6) Reactant: [F:1][C:2]1[C:7]([NH2:8])=[CH:6][CH:5]=[C:4]([F:9])[C:3]=1[NH:10][C:11]1[C:16]([C:17]2[N:25]=[CH:24][N:23]=[C:22]3[C:18]=2[N:19]=[CH:20][N:21]3[CH:26]2[CH2:31][CH2:30][CH2:29][CH2:28][O:27]2)=[CH:15][CH:14]=[CH:13][N:12]=1.[N+:32]([C:35]1[CH:40]=[CH:39][CH:38]=[CH:37][C:36]=1[CH2:41][S:42](Cl)(=[O:44])=[O:43])([O-:34])=[O:33].N1C=CC=CC=1. Product: [F:1][C:2]1[C:3]([NH:10][C:11]2[C:16]([C:17]3[N:25]=[CH:24][N:23]=[C:22]4[C:18]=3[N:19]=[CH:20][N:21]4[CH:26]3[CH2:31][CH2:30][CH2:29][CH2:28][O:27]3)=[CH:15][CH:14]=[CH:13][N:12]=2)=[C:4]([F:9])[CH:5]=[CH:6][C:7]=1[NH:8][S:42]([CH2:41][C:36]1[CH:37]=[CH:38][CH:39]=[CH:40][C:35]=1[N+:32]([O-:34])=[O:33])(=[O:43])=[O:44]. The catalyst class is: 4.